From a dataset of Forward reaction prediction with 1.9M reactions from USPTO patents (1976-2016). Predict the product of the given reaction. (1) The product is: [Cl:1][C:2]1[C:3]([O:12][C:13]2[CH:18]=[C:17]([O:19][CH2:20][C:21]([N:23]([CH2:26][CH3:27])[CH2:24][CH3:25])=[O:22])[CH:16]=[CH:15][C:14]=2[CH2:28][CH2:29][C:30]([OH:32])=[O:31])=[N:4][CH:5]=[C:6]([C:8]([F:9])([F:10])[F:11])[CH:7]=1. Given the reactants [Cl:1][C:2]1[C:3]([O:12][C:13]2[CH:18]=[C:17]([O:19][CH2:20][C:21]([N:23]([CH2:26][CH3:27])[CH2:24][CH3:25])=[O:22])[CH:16]=[CH:15][C:14]=2[CH2:28][CH2:29][C:30]([O:32]CC)=[O:31])=[N:4][CH:5]=[C:6]([C:8]([F:11])([F:10])[F:9])[CH:7]=1.[OH-].[Na+].Cl, predict the reaction product. (2) Given the reactants [P:1](Cl)(Cl)Cl.[F:5][C:6]([F:10])([F:9])[CH2:7][OH:8].[F:11][C:12]([F:18])([CH:15]([F:17])[F:16])[CH2:13][OH:14].ClCl.[Cl-].[Mg+2].[Cl-].[C:24](=[O:27])([O-])O.[Na+].[OH2:29], predict the reaction product. The product is: [P:1]([O:8][CH2:7][C:6]([F:10])([F:9])[F:5])([O:14][CH2:13][C:12]([F:18])([F:11])[CH:15]([F:17])[F:16])([O:27][CH3:24])=[O:29]. (3) Given the reactants [Br:1][C:2]1[C:3]2[N:4]([CH:8]=[C:9]([C:11]3[CH:16]=[CH:15][C:14]([CH2:17][C@H:18]([NH:31][C:32](=[O:38])OC(C)(C)C)[CH2:19][N:20]4[C:28](=[O:29])[C:27]5[C:22](=[CH:23][CH:24]=[CH:25][CH:26]=5)[C:21]4=[O:30])=[CH:13][CH:12]=3)[N:10]=2)[CH:5]=[CH:6][CH:7]=1.Cl.C(N(C(C)C)CC)(C)C.[Cl:49][C:50]1[CH:51]=[C:52]([CH:67]=[CH:68][C:69]=1[O:70][CH:71]([CH3:73])[CH3:72])C(OC1C(F)=C(F)C(F)=C(F)C=1F)=O, predict the reaction product. The product is: [Br:1][C:2]1[C:3]2[N:4]([CH:8]=[C:9]([C:11]3[CH:12]=[CH:13][C:14]([CH2:17][C@H:18]([NH:31][C:32](=[O:38])[C:52]4[CH:67]=[CH:68][C:69]([O:70][CH:71]([CH3:72])[CH3:73])=[C:50]([Cl:49])[CH:51]=4)[CH2:19][N:20]4[C:28](=[O:29])[C:27]5[C:22](=[CH:23][CH:24]=[CH:25][CH:26]=5)[C:21]4=[O:30])=[CH:15][CH:16]=3)[N:10]=2)[CH:5]=[CH:6][CH:7]=1. (4) Given the reactants Br[C:2]1[N:3]=[C:4]2[CH2:12][CH2:11][C:10](=[O:13])[NH:9][C:5]2=[N:6][C:7]=1Cl.B(O)(O)[C:15]1[CH:16]=[CH:17][C:18]([CH3:21])=[CH:19][CH:20]=1.C([O-])([O-])=O.[K+].[K+], predict the reaction product. The product is: [C:18]1([CH3:21])[CH:17]=[CH:16][C:15]([C:2]2[N:3]=[C:4]3[CH2:12][CH2:11][C:10](=[O:13])[NH:9][C:5]3=[N:6][C:7]=2[C:15]2[CH:20]=[CH:19][C:18]([CH3:21])=[CH:17][CH:16]=2)=[CH:20][CH:19]=1.